From a dataset of Catalyst prediction with 721,799 reactions and 888 catalyst types from USPTO. Predict which catalyst facilitates the given reaction. (1) Reactant: [CH2:1]([C:3]([C:25]1[CH:38]=[CH:37][C:28]([O:29][CH2:30][C@H:31]2[O:35][C:34](=[O:36])[CH2:33][CH2:32]2)=[C:27]([CH3:39])[CH:26]=1)([C:6]1[CH:11]=[CH:10][C:9](/[CH:12]=[CH:13]/[C:14]([OH:23])([C:19]([F:22])([F:21])[F:20])[C:15]([F:18])([F:17])[F:16])=[C:8]([CH3:24])[CH:7]=1)[CH2:4][CH3:5])[CH3:2]. Product: [CH2:1]([C:3]([C:25]1[CH:38]=[CH:37][C:28]([O:29][CH2:30][C@H:31]2[O:35][C:34](=[O:36])[CH2:33][CH2:32]2)=[C:27]([CH3:39])[CH:26]=1)([C:6]1[CH:11]=[CH:10][C:9]([CH2:12][CH2:13][C:14]([OH:23])([C:15]([F:17])([F:18])[F:16])[C:19]([F:22])([F:21])[F:20])=[C:8]([CH3:24])[CH:7]=1)[CH2:4][CH3:5])[CH3:2]. The catalyst class is: 293. (2) Reactant: [Cl:1][C:2]1[CH:7]=[CH:6][C:5]([N:8]2[C:13](=[O:14])[CH:12]=[C:11]([C:15]([F:18])([F:17])[F:16])[N:10]([CH3:19])[C:9]2=[O:20])=[CH:4][C:3]=1[CH:21]=O.[C:23]([CH2:25]P(=O)(OCC)OCC)#[N:24].C(=O)([O-])[O-].[K+].[K+].O. Product: [Cl:1][C:2]1[CH:7]=[CH:6][C:5]([N:8]2[C:13](=[O:14])[CH:12]=[C:11]([C:15]([F:18])([F:16])[F:17])[N:10]([CH3:19])[C:9]2=[O:20])=[CH:4][C:3]=1[CH:21]=[CH:25][C:23]#[N:24]. The catalyst class is: 9. (3) Reactant: [N:1]([C@@H:4]([C@H:8]([C:10]1[CH:15]=[CH:14][C:13]([F:16])=[CH:12][CH:11]=1)[CH3:9])[C:5]([OH:7])=O)=[N+]=[N-].F[P-](F)(F)(F)(F)F.N1(OC(N(C)C)=[N+](C)C)C2N=C[CH:31]=[CH:32][C:27]=2N=N1.ON1C2N=CC=CC=2N=N1.[NH:51]1[CH2:58][CH2:57][CH2:56][C@H:52]1[C:53]([NH2:55])=[O:54].[CH3:59]CN(C(C)C)C(C)C.[C:68]([O:71]CC)(=[O:70])C. Product: [C:32]([O:71][C:68]([NH:1][C@H:4]([C:5]([N:51]1[CH2:58][CH2:57][CH2:56][C@H:52]1[C:53]([NH2:55])=[O:54])=[O:7])[C@@H:8]([CH3:9])[C:10]1[CH:15]=[CH:14][C:13]([F:16])=[CH:12][CH:11]=1)=[O:70])([CH3:31])([CH3:27])[CH3:59]. The catalyst class is: 9. (4) Product: [CH:13](=[N:5][CH2:4][CH2:3][CH2:2][Br:1])[C:14]1[CH:19]=[CH:18][CH:17]=[CH:16][CH:15]=1. The catalyst class is: 22. Reactant: [Br:1][CH2:2][CH2:3][CH2:4][NH2:5].C(N(CC)CC)C.[CH:13](=O)[C:14]1[CH:19]=[CH:18][CH:17]=[CH:16][CH:15]=1.S([O-])([O-])(=O)=O.[Mg+2]. (5) Reactant: [C:9](O[C:9]([O:11][C:12]([CH3:15])([CH3:14])[CH3:13])=[O:10])([O:11][C:12]([CH3:15])([CH3:14])[CH3:13])=[O:10].[F:16][C:17]1[CH:18]=[C:19]2[C:23](=[CH:24][CH:25]=1)[NH:22][CH:21]=[C:20]2[C:26]1[CH2:27][CH2:28][NH:29][CH2:30][CH:31]=1. Product: [C:12]([O:11][C:9]([N:29]1[CH2:30][CH:31]=[C:26]([C:20]2[C:19]3[C:23](=[CH:24][CH:25]=[C:17]([F:16])[CH:18]=3)[NH:22][CH:21]=2)[CH2:27][CH2:28]1)=[O:10])([CH3:13])([CH3:14])[CH3:15]. The catalyst class is: 2. (6) Reactant: [CH2:1]([O:3][C:4](=[O:26])[C@@H:5]([CH2:12][C:13]1[CH:18]=[CH:17][C:16]([NH2:19])=[C:15]([CH3:20])[C:14]=1[CH2:21][O:22][C:23](=[O:25])[CH3:24])[CH2:6][C:7]([O:9][CH2:10][CH3:11])=[O:8])[CH3:2].C([O-])(=O)C.[Na+].[Br:32]Br.S([O-])([O-])(=O)=S.[Na+].[Na+]. Product: [CH2:1]([O:3][C:4](=[O:26])[C@@H:5]([CH2:12][C:13]1[CH:18]=[C:17]([Br:32])[C:16]([NH2:19])=[C:15]([CH3:20])[C:14]=1[CH2:21][O:22][C:23](=[O:25])[CH3:24])[CH2:6][C:7]([O:9][CH2:10][CH3:11])=[O:8])[CH3:2]. The catalyst class is: 15. (7) Reactant: [Cl:1][C:2]1[CH:3]=[C:4]([N:9]2[C@@H:13]([CH3:14])[C@H:12]([OH:15])[C:11]([F:17])([F:16])[C:10]2=[O:18])[CH:5]=[CH:6][C:7]=1I.O.[CH3:20][N:21](C=O)C. Product: [Cl:1][C:2]1[CH:3]=[C:4]([N:9]2[C@@H:13]([CH3:14])[C@H:12]([OH:15])[C:11]([F:17])([F:16])[C:10]2=[O:18])[CH:5]=[CH:6][C:7]=1[C:20]#[N:21]. The catalyst class is: 267. (8) Reactant: [CH:1]1([C:4]2[C:13]3[C:8](=[CH:9][CH:10]=[CH:11][CH:12]=3)[N:7]([CH2:14][C:15]([NH2:17])=[O:16])[CH2:6][CH:5]=2)[CH2:3][CH2:2]1. Product: [CH:1]1([CH:4]2[C:13]3[C:8](=[CH:9][CH:10]=[CH:11][CH:12]=3)[N:7]([CH2:14][C:15]([NH2:17])=[O:16])[CH2:6][CH2:5]2)[CH2:2][CH2:3]1. The catalyst class is: 94.